This data is from NCI-60 drug combinations with 297,098 pairs across 59 cell lines. The task is: Regression. Given two drug SMILES strings and cell line genomic features, predict the synergy score measuring deviation from expected non-interaction effect. (1) Drug 1: CC1=C(C=C(C=C1)C(=O)NC2=CC(=CC(=C2)C(F)(F)F)N3C=C(N=C3)C)NC4=NC=CC(=N4)C5=CN=CC=C5. Drug 2: C(CCl)NC(=O)N(CCCl)N=O. Cell line: A498. Synergy scores: CSS=8.08, Synergy_ZIP=-2.88, Synergy_Bliss=0.205, Synergy_Loewe=3.88, Synergy_HSA=0.0487. (2) Drug 1: COC1=C(C=C2C(=C1)N=CN=C2NC3=CC(=C(C=C3)F)Cl)OCCCN4CCOCC4. Drug 2: COCCOC1=C(C=C2C(=C1)C(=NC=N2)NC3=CC=CC(=C3)C#C)OCCOC.Cl. Cell line: SK-MEL-28. Synergy scores: CSS=12.5, Synergy_ZIP=-3.29, Synergy_Bliss=2.32, Synergy_Loewe=2.39, Synergy_HSA=2.07. (3) Drug 2: C1CC(=O)NC(=O)C1N2C(=O)C3=CC=CC=C3C2=O. Synergy scores: CSS=-5.10, Synergy_ZIP=3.84, Synergy_Bliss=2.45, Synergy_Loewe=-1.98, Synergy_HSA=-2.21. Drug 1: CC1C(C(CC(O1)OC2CC(CC3=C2C(=C4C(=C3O)C(=O)C5=C(C4=O)C(=CC=C5)OC)O)(C(=O)CO)O)N)O.Cl. Cell line: A549. (4) Drug 1: C1=CC(=CC=C1C#N)C(C2=CC=C(C=C2)C#N)N3C=NC=N3. Drug 2: CC1=C(C(=CC=C1)Cl)NC(=O)C2=CN=C(S2)NC3=CC(=NC(=N3)C)N4CCN(CC4)CCO. Cell line: EKVX. Synergy scores: CSS=-2.62, Synergy_ZIP=-0.364, Synergy_Bliss=-1.36, Synergy_Loewe=-5.65, Synergy_HSA=-3.53. (5) Drug 1: CN1CCC(CC1)COC2=C(C=C3C(=C2)N=CN=C3NC4=C(C=C(C=C4)Br)F)OC. Drug 2: B(C(CC(C)C)NC(=O)C(CC1=CC=CC=C1)NC(=O)C2=NC=CN=C2)(O)O. Cell line: A549. Synergy scores: CSS=11.5, Synergy_ZIP=-4.88, Synergy_Bliss=-3.33, Synergy_Loewe=-1.60, Synergy_HSA=-1.73. (6) Drug 1: CN(C)N=NC1=C(NC=N1)C(=O)N. Drug 2: CCC1(CC2CC(C3=C(CCN(C2)C1)C4=CC=CC=C4N3)(C5=C(C=C6C(=C5)C78CCN9C7C(C=CC9)(C(C(C8N6C)(C(=O)OC)O)OC(=O)C)CC)OC)C(=O)OC)O.OS(=O)(=O)O. Cell line: SR. Synergy scores: CSS=70.4, Synergy_ZIP=4.70, Synergy_Bliss=2.66, Synergy_Loewe=-55.9, Synergy_HSA=3.89. (7) Drug 1: CN(C)N=NC1=C(NC=N1)C(=O)N. Drug 2: C1CN1P(=S)(N2CC2)N3CC3. Cell line: A498. Synergy scores: CSS=4.25, Synergy_ZIP=-2.42, Synergy_Bliss=-0.00800, Synergy_Loewe=-3.52, Synergy_HSA=-0.507.